From a dataset of Catalyst prediction with 721,799 reactions and 888 catalyst types from USPTO. Predict which catalyst facilitates the given reaction. Reactant: [F:1][C:2]1[CH:31]=[C:30]([F:32])[CH:29]=[CH:28][C:3]=1[CH2:4][N:5]([CH2:21][CH2:22][CH2:23][CH2:24][CH2:25][CH2:26][CH3:27])[C:6](=[O:20])[CH2:7][O:8][C:9]1[CH:14]=[CH:13][C:12]([CH2:15][CH2:16][OH:17])=[CH:11][C:10]=1[O:18][CH3:19].C(N(CC)CC)C.[CH3:40][S:41](Cl)(=[O:43])=[O:42]. Product: [CH3:40][S:41]([O:17][CH2:16][CH2:15][C:12]1[CH:13]=[CH:14][C:9]([O:8][CH2:7][C:6]([N:5]([CH2:4][C:3]2[CH:28]=[CH:29][C:30]([F:32])=[CH:31][C:2]=2[F:1])[CH2:21][CH2:22][CH2:23][CH2:24][CH2:25][CH2:26][CH3:27])=[O:20])=[C:10]([O:18][CH3:19])[CH:11]=1)(=[O:43])=[O:42]. The catalyst class is: 2.